Dataset: Forward reaction prediction with 1.9M reactions from USPTO patents (1976-2016). Task: Predict the product of the given reaction. (1) Given the reactants [OH:1][C:2]1[N:6]([CH3:7])[N:5]=[C:4]([CH3:8])[C:3]=1[C:9](=O)[CH3:10].[CH2:12]([O:19][NH2:20])[C:13]1[CH:18]=[CH:17][CH:16]=[CH:15][CH:14]=1, predict the reaction product. The product is: [CH2:12]([O:19][N:20]=[C:9]([C:3]1[C:4]([CH3:8])=[N:5][N:6]([CH3:7])[C:2]=1[OH:1])[CH3:10])[C:13]1[CH:18]=[CH:17][CH:16]=[CH:15][CH:14]=1. (2) Given the reactants ClC1C2N=C(C3C=CC(F)=CC=3)C=CC=2N=CN=1.[O:19]([C:26]1[C:27]2[N:35]=[C:34]([C:36]3[CH:41]=[CH:40][C:39]([F:42])=[CH:38][CH:37]=3)[CH:33]=[CH:32][C:28]=2[N:29]=[CH:30][N:31]=1)[C:20]1C=CC=C[CH:21]=1, predict the reaction product. The product is: [CH2:20]([O:19][C:26]1[C:27]2[N:35]=[C:34]([C:36]3[CH:41]=[CH:40][C:39]([F:42])=[CH:38][CH:37]=3)[CH:33]=[CH:32][C:28]=2[N:29]=[CH:30][N:31]=1)[CH3:21]. (3) Given the reactants [NH2:1][NH:2][C:3]([C:5]1[CH:10]=[CH:9][CH:8]=[C:7]([CH3:11])[N:6]=1)=[NH:4].[CH2:12]([O:19][C:20]1[CH:27]=[CH:26][C:23]([CH:24]=O)=[C:22]([OH:28])[CH:21]=1)[C:13]1[CH:18]=[CH:17][CH:16]=[CH:15][CH:14]=1, predict the reaction product. The product is: [CH2:12]([O:19][C:20]1[CH:27]=[CH:26][C:23]([C:24]2[NH:1][N:2]=[C:3]([C:5]3[CH:10]=[CH:9][CH:8]=[C:7]([CH3:11])[N:6]=3)[N:4]=2)=[C:22]([OH:28])[CH:21]=1)[C:13]1[CH:14]=[CH:15][CH:16]=[CH:17][CH:18]=1. (4) Given the reactants [C:1]([C:3]1[CH:8]=[CH:7][CH:6]=[CH:5][C:4]=1[C:9]1[CH:14]=[CH:13][C:12]([CH2:15][CH:16]([C:22](=O)[CH2:23][CH2:24][CH3:25])[C:17](OCC)=[O:18])=[C:11]([F:27])[CH:10]=1)#[N:2].[CH3:28][C:29]1[NH:30][C:31]([NH:34][CH:35]2[CH2:40][CH2:39][O:38][CH2:37][CH2:36]2)=[N:32][N:33]=1, predict the reaction product. The product is: [F:27][C:11]1[CH:10]=[C:9]([C:4]2[C:3]([C:1]#[N:2])=[CH:8][CH:7]=[CH:6][CH:5]=2)[CH:14]=[CH:13][C:12]=1[CH2:15][C:16]1[C:17](=[O:18])[N:34]([CH:35]2[CH2:40][CH2:39][O:38][CH2:37][CH2:36]2)[C:31]2[N:32]([N:33]=[C:29]([CH3:28])[N:30]=2)[C:22]=1[CH2:23][CH2:24][CH3:25]. (5) Given the reactants [NH2:1][C:2]1[CH:24]=[CH:23][C:5]([O:6][C:7]2[CH:8]=[C:9]([NH:13][S:14]([C:17]3[CH:22]=[CH:21][CH:20]=[CH:19][CH:18]=3)(=[O:16])=[O:15])[CH:10]=[CH:11][CH:12]=2)=[CH:4][C:3]=1[CH2:25][NH:26][CH2:27][CH2:28][CH3:29].[N:30]#[C:31]Br, predict the reaction product. The product is: [NH2:30][C:31]1[N:26]([CH2:27][CH2:28][CH3:29])[CH2:25][C:3]2[C:2](=[CH:24][CH:23]=[C:5]([O:6][C:7]3[CH:8]=[C:9]([NH:13][S:14]([C:17]4[CH:22]=[CH:21][CH:20]=[CH:19][CH:18]=4)(=[O:16])=[O:15])[CH:10]=[CH:11][CH:12]=3)[CH:4]=2)[N:1]=1. (6) Given the reactants C([O:3][C:4](=[O:23])[C@@H:5]([O:20][CH2:21][CH3:22])[CH2:6][C:7]1[CH:12]=[CH:11][C:10]([O:13][C:14]([C:17]([OH:19])=O)([CH3:16])[CH3:15])=[CH:9][CH:8]=1)C.[F:24][C:25]1[CH:26]=[C:27]([CH:30]=[C:31]([C:33]([F:36])([F:35])[F:34])[CH:32]=1)[CH2:28][NH2:29].C(O[C@@H](CC1C=CC(O[C@@H](C(=O)NCCC2C=CC(OC3C=CC=CC=3)=CC=2)C)=CC=1)C(O)=O)C, predict the reaction product. The product is: [CH2:21]([O:20][C@@H:5]([CH2:6][C:7]1[CH:8]=[CH:9][C:10]([O:13][C:14]([C:17](=[O:19])[NH:29][CH2:28][C:27]2[CH:30]=[C:31]([C:33]([F:34])([F:35])[F:36])[CH:32]=[C:25]([F:24])[CH:26]=2)([CH3:15])[CH3:16])=[CH:11][CH:12]=1)[C:4]([OH:3])=[O:23])[CH3:22]. (7) Given the reactants Br[CH2:2][C:3]1[CH:13]=[CH:12][C:11]([Cl:14])=[CH:10][C:4]=1[C:5]([O:7]CC)=O.[CH:15]([C:18]1[CH:24]=[CH:23][C:21]([NH2:22])=[CH:20][CH:19]=1)([CH3:17])[CH3:16].[O-]CC.[Na+], predict the reaction product. The product is: [Cl:14][C:11]1[CH:10]=[C:4]2[C:3]([CH2:2][N:22]([C:21]3[CH:23]=[CH:24][C:18]([CH:15]([CH3:17])[CH3:16])=[CH:19][CH:20]=3)[C:5]2=[O:7])=[CH:13][CH:12]=1.